Dataset: Forward reaction prediction with 1.9M reactions from USPTO patents (1976-2016). Task: Predict the product of the given reaction. (1) Given the reactants [C:1]([O:5][C:6]([NH:8][C@H:9]([CH2:29][C:30]1[CH:35]=[C:34]([F:36])[C:33]([F:37])=[CH:32][C:31]=1[F:38])[CH2:10][C:11]([N:13]1[CH2:18][CH2:17][N:16]2[C:19]([C:25]([F:28])([F:27])[F:26])=[N:20][C:21]([C:22](O)=[O:23])=[C:15]2[CH2:14]1)=[O:12])=[O:7])([CH3:4])([CH3:3])[CH3:2].O=C1N(P(Cl)(N2CCOC2=O)=O)CCO1.C(N(CC)CC)C.Cl.[F:62][C@H:63]1[CH2:67][CH2:66][NH:65][CH2:64]1, predict the reaction product. The product is: [C:1]([O:5][C:6](=[O:7])[NH:8][C@H:9]([CH2:29][C:30]1[CH:35]=[C:34]([F:36])[C:33]([F:37])=[CH:32][C:31]=1[F:38])[CH2:10][C:11]([N:13]1[CH2:18][CH2:17][N:16]2[C:19]([C:25]([F:26])([F:28])[F:27])=[N:20][C:21]([C:22]([N:65]3[CH2:66][CH2:67][C@H:63]([F:62])[CH2:64]3)=[O:23])=[C:15]2[CH2:14]1)=[O:12])([CH3:4])([CH3:3])[CH3:2]. (2) Given the reactants Cl[C:2]1[C:7]([Cl:8])=[CH:6][N:5]=[C:4]2[N:9]([S:25]([C:28]3[CH:34]=[CH:33][C:31]([CH3:32])=[CH:30][CH:29]=3)(=[O:27])=[O:26])[C:10]([C:12]3[CH2:17][CH2:16][N:15]([C:18]([O:20][C:21]([CH3:24])([CH3:23])[CH3:22])=[O:19])[CH2:14][CH:13]=3)=[CH:11][C:3]=12.[F:35][C:36]1[CH:37]=[CH:38][C:39]([O:45][CH3:46])=[C:40](B(O)O)[CH:41]=1.C(=O)([O-])O.[Na+].C(OCC)(=O)C, predict the reaction product. The product is: [Cl:8][C:7]1[C:2]([C:38]2[CH:37]=[C:36]([F:35])[CH:41]=[CH:40][C:39]=2[O:45][CH3:46])=[C:3]2[CH:11]=[C:10]([C:12]3[CH2:17][CH2:16][N:15]([C:18]([O:20][C:21]([CH3:22])([CH3:23])[CH3:24])=[O:19])[CH2:14][CH:13]=3)[N:9]([S:25]([C:28]3[CH:34]=[CH:33][C:31]([CH3:32])=[CH:30][CH:29]=3)(=[O:27])=[O:26])[C:4]2=[N:5][CH:6]=1. (3) The product is: [OH:52][C:49]1[CH:48]=[CH:47][C:46]([C:14]2[C:12]3[NH:13][C:9]([C:8]([C:5]4[CH:6]=[CH:7][C:2]([O:1][CH2:60][CH2:61][CH2:62][CH2:63][CH2:64][CH2:65][CH2:66][CH2:67][CH2:68][CH3:69])=[CH:3][CH:4]=4)=[C:28]4[N:29]=[C:25]([C:24]([C:30]5[CH:31]=[CH:32][C:33]([OH:36])=[CH:34][CH:35]=5)=[C:23]5[NH:37][C:20](=[C:19]([C:38]6[CH:43]=[CH:42][C:41]([OH:44])=[CH:40][CH:39]=6)[C:18]6[CH:17]=[CH:16][C:15]=2[N:45]=6)[CH:21]=[CH:22]5)[CH:26]=[CH:27]4)=[CH:10][CH:11]=3)=[CH:51][CH:50]=1. Given the reactants [OH:1][C:2]1[CH:7]=[CH:6][C:5]([C:8]2[C:9]3[NH:13][C:12]([C:14]([C:46]4[CH:51]=[CH:50][C:49]([OH:52])=[CH:48][CH:47]=4)=[C:15]4[N:45]=[C:18]([C:19]([C:38]5[CH:43]=[CH:42][C:41]([OH:44])=[CH:40][CH:39]=5)=[C:20]5[NH:37][C:23](=[C:24]([C:30]6[CH:35]=[CH:34][C:33]([OH:36])=[CH:32][CH:31]=6)[C:25]6[CH:26]=[CH:27][C:28]=2[N:29]=6)[CH:22]=[CH:21]5)[CH:17]=[CH:16]4)=[CH:11][CH:10]=3)=[CH:4][CH:3]=1.C([O-])([O-])=O.[K+].[K+].Br[CH2:60][CH2:61][CH2:62][CH2:63][CH2:64][CH2:65][CH2:66][CH2:67][CH2:68][CH3:69], predict the reaction product. (4) The product is: [Br:1][C:2]1[CH:3]=[N:4][C:5]2[C:10]([CH:11]=1)=[C:9]([Br:12])[CH:8]=[CH:7][CH:6]=2. Given the reactants [Br:1][C:2]1[CH:3]=[N:4][C:5]2[C:10]([CH:11]=1)=[CH:9][CH:8]=[CH:7][CH:6]=2.[Br:12]N1C(=O)CCC1=O.[OH-].[Na+], predict the reaction product. (5) Given the reactants Cl.[F:2][C:3]1[CH:8]=[C:7]([F:9])[CH:6]=[CH:5][C:4]=1[CH2:10][CH:11]([CH3:23])[CH2:12][O:13][C:14]1[CH:15]=[C:16]2[C:20](=[CH:21][CH:22]=1)[NH:19][CH2:18][CH2:17]2.[C:24]([O:28][C:29]([N:31]([CH2:41][C:42](O)=[O:43])[CH2:32][CH2:33][C:34]([O:36][C:37]([CH3:40])([CH3:39])[CH3:38])=[O:35])=[O:30])([CH3:27])([CH3:26])[CH3:25].CCN=C=NCCCN(C)C.Cl.C1C=CC2N(O)N=NC=2C=1, predict the reaction product. The product is: [C:37]([O:36][C:34](=[O:35])[CH2:33][CH2:32][N:31]([C:29]([O:28][C:24]([CH3:27])([CH3:26])[CH3:25])=[O:30])[CH2:41][C:42]([N:19]1[C:20]2[C:16](=[CH:15][C:14]([O:13][CH2:12][CH:11]([CH3:23])[CH2:10][C:4]3[CH:5]=[CH:6][C:7]([F:9])=[CH:8][C:3]=3[F:2])=[CH:22][CH:21]=2)[CH2:17][CH2:18]1)=[O:43])([CH3:39])([CH3:40])[CH3:38]. (6) Given the reactants [Cl:1][C:2]1[N:3]=[C:4]([N:12]2[CH2:16][CH2:15][C@H:14]([N:17]([CH2:25][CH2:26][CH2:27][CH2:28][CH3:29])C(=O)OC(C)(C)C)[CH2:13]2)[C:5]2[N:11]=[CH:10][CH:9]=[CH:8][C:6]=2[N:7]=1.[NH2:30][C:31]1[CH:32]=[C:33]([CH:36]=[C:37]([NH2:39])[CH:38]=1)[C:34]#[N:35], predict the reaction product. The product is: [ClH:1].[ClH:1].[NH2:30][C:31]1[CH:32]=[C:33]([CH:36]=[C:37]([NH:39][C:2]2[N:3]=[C:4]([N:12]3[CH2:16][CH2:15][C@H:14]([NH:17][CH2:25][CH2:26][CH2:27][CH2:28][CH3:29])[CH2:13]3)[C:5]3[N:11]=[CH:10][CH:9]=[CH:8][C:6]=3[N:7]=2)[CH:38]=1)[C:34]#[N:35]. (7) The product is: [I:1][C:2]1[CH:7]=[CH:6][C:5]([NH:8][C:9]2[S:10][C:17]3[CH:16]=[C:15]([CH3:18])[CH:14]=[CH:13][C:12]=3[N:11]=2)=[CH:4][CH:3]=1. Given the reactants [I:1][C:2]1[CH:7]=[CH:6][C:5]([NH:8][C:9]([NH:11][C:12]2[CH:17]=[CH:16][C:15]([CH3:18])=[CH:14][CH:13]=2)=[S:10])=[CH:4][CH:3]=1.BrBr.S(=O)(O)O.[OH-].[NH4+], predict the reaction product. (8) Given the reactants [CH2:1]([N:3]=[C:4]=O)[CH3:2].[O:6]1[CH2:11][CH2:10][N:9]([CH2:12][CH2:13][CH2:14][NH2:15])[CH2:8][CH2:7]1.C(N(CC)CC)C.C1(C)C=CC(S(Cl)(=O)=O)=CC=1.C([O-])([O-])=O.[Na+].[Na+], predict the reaction product. The product is: [O:6]1[CH2:11][CH2:10][N:9]([CH2:12][CH2:13][CH2:14][N:15]=[C:4]=[N:3][CH2:1][CH3:2])[CH2:8][CH2:7]1. (9) The product is: [Cl:1][C:2]1[CH:3]=[C:4]([N:12]([CH2:30][CH3:31])[C@H:13]2[CH2:14][CH2:15][C@H:16]([N:19]([CH2:21][C:22]3[CH:27]=[CH:26][CH:25]=[C:24]([O:28][CH3:29])[CH:23]=3)[CH3:20])[CH2:17][CH2:18]2)[C:5]([CH3:11])=[C:6]([CH:10]=1)[C:7]([NH:63][CH2:64][C:65]1[C:66](=[O:72])[NH:67][N:68]([CH3:71])[C:69]=1[CH3:70])=[O:8]. Given the reactants [Cl:1][C:2]1[CH:3]=[C:4]([N:12]([CH2:30][CH3:31])[C@H:13]2[CH2:18][CH2:17][C@H:16]([N:19]([CH2:21][C:22]3[CH:27]=[CH:26][CH:25]=[C:24]([O:28][CH3:29])[CH:23]=3)[CH3:20])[CH2:15][CH2:14]2)[C:5]([CH3:11])=[C:6]([CH:10]=1)[C:7](O)=[O:8].CN(C(ON1N=NC2C=CC=CC1=2)=[N+](C)C)C.[B-](F)(F)(F)F.CCN(C(C)C)C(C)C.[NH2:63][CH2:64][C:65]1[C:66](=[O:72])[NH:67][N:68]([CH3:71])[C:69]=1[CH3:70], predict the reaction product. (10) Given the reactants [NH2:1][C:2]1[CH:7]=[C:6]([F:8])[CH:5]=[CH:4][C:3]=1[OH:9].[C:10](N1C=CN=C1)(N1C=CN=C1)=[O:11], predict the reaction product. The product is: [F:8][C:6]1[CH:5]=[CH:4][C:3]2[O:9][C:10](=[O:11])[NH:1][C:2]=2[CH:7]=1.